Dataset: Forward reaction prediction with 1.9M reactions from USPTO patents (1976-2016). Task: Predict the product of the given reaction. (1) Given the reactants [NH:1]1[CH2:6][CH2:5][CH:4]([O:7][C:8](=[O:22])[NH:9][C:10]2[CH:15]=[CH:14][CH:13]=[CH:12][C:11]=2[C:16]2[CH:21]=[CH:20][CH:19]=[CH:18][CH:17]=2)[CH2:3][CH2:2]1.[O:23]1[CH2:27][CH2:26][O:25][CH:24]1[C:28]1[C:33]([CH3:34])=[CH:32][C:31]([NH:35][C:36](=[O:39])[CH:37]=[CH2:38])=[C:30]([CH3:40])[CH:29]=1.ClCCl, predict the reaction product. The product is: [O:23]1[CH2:27][CH2:26][O:25][CH:24]1[C:28]1[C:33]([CH3:34])=[CH:32][C:31]([NH:35][C:36]([CH2:37][CH2:38][N:1]2[CH2:2][CH2:3][CH:4]([O:7][C:8](=[O:22])[NH:9][C:10]3[CH:15]=[CH:14][CH:13]=[CH:12][C:11]=3[C:16]3[CH:21]=[CH:20][CH:19]=[CH:18][CH:17]=3)[CH2:5][CH2:6]2)=[O:39])=[C:30]([CH3:40])[CH:29]=1. (2) Given the reactants I[C:2]1[C:10]2[O:9][CH:8]=[CH:7][C:6]=2[CH:5]=[C:4]([N+:11]([O-:13])=[O:12])[CH:3]=1.[NH:14]1[CH2:19][CH2:18][NH:17][CH:16]2[CH2:20][S:21](=[O:24])(=[O:23])[CH2:22][CH:15]12.CC1(C)C2C(=C(P(C3C=CC=CC=3)C3C=CC=CC=3)C=CC=2)OC2C(P(C3C=CC=CC=3)C3C=CC=CC=3)=CC=CC1=2.C([O-])([O-])=O.[Cs+].[Cs+], predict the reaction product. The product is: [N+:11]([C:4]1[CH:3]=[C:2]([N:14]2[CH2:19][CH2:18][NH:17][CH:16]3[CH2:20][S:21](=[O:24])(=[O:23])[CH2:22][CH:15]23)[C:10]2[O:9][CH:8]=[CH:7][C:6]=2[CH:5]=1)([O-:13])=[O:12]. (3) Given the reactants C(OC(=O)[NH:7][CH:8]1[CH2:13][CH2:12][CH2:11][N:10]([C:14]2[S:15][C:16]([NH:22][C:23]3[CH:28]=[CH:27][CH:26]=[CH:25][N:24]=3)=[C:17]([C:19](=[O:21])[NH2:20])[N:18]=2)[CH2:9]1)(C)(C)C.FC(F)(F)C(O)=O, predict the reaction product. The product is: [NH2:7][C@@H:8]1[CH2:13][CH2:12][CH2:11][N:10]([C:14]2[S:15][C:16]([NH:22][C:23]3[CH:28]=[CH:27][CH:26]=[CH:25][N:24]=3)=[C:17]([C:19]([NH2:20])=[O:21])[N:18]=2)[CH2:9]1. (4) Given the reactants [Cl:1][C:2]1[CH:10]=[CH:9][CH:8]=[C:7]([I:11])[C:3]=1[C:4](O)=[O:5].C(Cl)(=O)C(Cl)=O.[NH3:18].C1COCC1, predict the reaction product. The product is: [Cl:1][C:2]1[CH:10]=[CH:9][CH:8]=[C:7]([I:11])[C:3]=1[C:4]([NH2:18])=[O:5]. (5) Given the reactants Br[C:2]1[CH:10]=[CH:9][CH:8]=[C:7]2[C:3]=1[CH:4]=[C:5]([C:11]([O:13][CH2:14][CH3:15])=[O:12])[NH:6]2.O.[CH3:17][N:18](C=O)C, predict the reaction product. The product is: [C:17]([C:2]1[CH:10]=[CH:9][CH:8]=[C:7]2[C:3]=1[CH:4]=[C:5]([C:11]([O:13][CH2:14][CH3:15])=[O:12])[NH:6]2)#[N:18].